This data is from Forward reaction prediction with 1.9M reactions from USPTO patents (1976-2016). The task is: Predict the product of the given reaction. (1) The product is: [F:1][C:2]1[C:7]([C:8]([C:9]2[C:17]3[CH:16]=[N:15][CH:14]=[N:13][C:12]=3[NH:11][CH:10]=2)=[O:18])=[CH:6][CH:5]=[CH:4][C:3]=1[NH:19][S:20]([CH2:23][CH2:24][CH3:25])(=[O:21])=[O:22]. Given the reactants [F:1][C:2]1[C:7]([CH:8]([OH:18])[C:9]2[C:17]3[CH:16]=[N:15][CH:14]=[N:13][C:12]=3[NH:11][CH:10]=2)=[CH:6][CH:5]=[CH:4][C:3]=1[NH:19][S:20]([CH2:23][CH2:24][CH3:25])(=[O:22])=[O:21].CC(OI1(OC(C)=O)(OC(C)=O)OC(=O)C2C1=CC=CC=2)=O.S([O-])([O-])(=O)=S.[Na+].[Na+].C(=O)([O-])[O-].[K+].[K+], predict the reaction product. (2) The product is: [Cl:1][C:2]1[C:3]([F:23])=[C:4]([NH:9][C:10]2[C:19]3[C:14](=[CH:15][C:16]([O:21][CH3:22])=[C:17]([O:20][CH:35]4[CH2:40][CH2:39][N:38]([C:41](=[O:44])[CH:42]=[CH2:43])[CH2:37][CH2:36]4)[CH:18]=3)[N:13]=[CH:12][N:11]=2)[CH:5]=[CH:6][C:7]=1[Cl:8]. Given the reactants [Cl:1][C:2]1[C:3]([F:23])=[C:4]([NH:9][C:10]2[C:19]3[C:14](=[CH:15][C:16]([O:21][CH3:22])=[C:17]([OH:20])[CH:18]=3)[N:13]=[CH:12][N:11]=2)[CH:5]=[CH:6][C:7]=1[Cl:8].CC1C=CC(S(O[CH:35]2[CH2:40][CH2:39][N:38]([C:41](=[O:44])[CH:42]=[CH2:43])[CH2:37][CH2:36]2)(=O)=O)=CC=1.C([O-])([O-])=O.[K+].[K+], predict the reaction product.